Dataset: Forward reaction prediction with 1.9M reactions from USPTO patents (1976-2016). Task: Predict the product of the given reaction. (1) Given the reactants [CH:1]1([CH2:7][CH2:8][CH2:9][C@@H:10]([C:19]2[O:23][N:22]=[C:21]([CH2:24]OS(C3C=CC(C)=CC=3)(=O)=O)[N:20]=2)[CH2:11][C:12]([O:14][C:15]([CH3:18])([CH3:17])[CH3:16])=[O:13])[CH2:6][CH2:5][CH2:4][CH2:3][CH2:2]1.[NH:36]1[CH2:40][CH2:39][CH2:38][CH2:37]1, predict the reaction product. The product is: [CH:1]1([CH2:7][CH2:8][CH2:9][C@@H:10]([C:19]2[O:23][N:22]=[C:21]([CH2:24][N:36]3[CH2:40][CH2:39][CH2:38][CH2:37]3)[N:20]=2)[CH2:11][C:12]([O:14][C:15]([CH3:18])([CH3:16])[CH3:17])=[O:13])[CH2:2][CH2:3][CH2:4][CH2:5][CH2:6]1. (2) Given the reactants Cl[C:2]1[C:7]([C:8]([NH2:10])=[O:9])=[CH:6][N:5]=[C:4]([Cl:11])[CH:3]=1.[S:12]1[CH:16]=[CH:15][CH:14]=[C:13]1[CH2:17][NH2:18].CCN(C(C)C)C(C)C.O, predict the reaction product. The product is: [Cl:11][C:4]1[CH:3]=[C:2]([NH:18][CH2:17][C:13]2[S:12][CH:16]=[CH:15][CH:14]=2)[C:7]([C:8]([NH2:10])=[O:9])=[CH:6][N:5]=1. (3) Given the reactants [CH3:1][C:2]1[C:10]2[C:9](=[O:11])[CH2:8][C:7]([CH3:13])([CH3:12])[CH2:6][C:5]=2[NH:4][CH:3]=1.[H-].[Na+].F[C:17]1[CH:26]=[C:25]2[C:20]([C:21]([NH2:28])=[N:22][C:23]([NH2:27])=[N:24]2)=[CH:19][CH:18]=1.C([O-])(O)=O.[Na+], predict the reaction product. The product is: [NH2:27][C:23]1[N:22]=[C:21]([NH2:28])[C:20]2[C:25](=[CH:26][C:17]([N:4]3[C:5]4[CH2:6][C:7]([CH3:13])([CH3:12])[CH2:8][C:9](=[O:11])[C:10]=4[C:2]([CH3:1])=[CH:3]3)=[CH:18][CH:19]=2)[N:24]=1. (4) Given the reactants C1(OC)C=CC=CC=1.FC(F)(F)C(O)=O.C([O:20][C:21](=[O:34])[CH2:22][O:23][C:24]1[CH:29]=[CH:28][CH:27]=[C:26]([C:30]([O:32][CH3:33])=[O:31])[CH:25]=1)(C)(C)C, predict the reaction product. The product is: [CH3:33][O:32][C:30]([C:26]1[CH:25]=[C:24]([CH:29]=[CH:28][CH:27]=1)[O:23][CH2:22][C:21]([OH:34])=[O:20])=[O:31]. (5) Given the reactants [Cl:1][C:2]1[CH:11]=[CH:10][CH:9]=[C:8]2[C:3]=1[CH2:4][C:5]([CH2:14][N:15](C)[C@@H:16]([CH2:20][CH:21]([CH3:23])[CH3:22])[C:17]([OH:19])=O)=[C:6]([CH:12]=[O:13])[O:7]2.[CH3:25][O:26][C:27](=[O:35])[C:28]1[CH:33]=[CH:32][C:31]([NH2:34])=[N:30][CH:29]=1.ON1C2C=CC=CC=2N=N1, predict the reaction product. The product is: [CH3:25][O:26][C:27](=[O:35])[C:28]1[CH:33]=[CH:32][C:31]([NH:34][C:17](=[O:19])[C@@H:16]([N:15]2[CH2:14][C:5]3[CH2:4][C:3]4[C:2]([Cl:1])=[CH:11][CH:10]=[CH:9][C:8]=4[O:7][C:6]=3[C:12]2=[O:13])[CH2:20][CH:21]([CH3:22])[CH3:23])=[N:30][CH:29]=1. (6) Given the reactants [OH:1][C:2]([CH2:4][CH2:5][CH2:6][CH2:7][C@H:8]1[C@@H:16]2[C@@H:11]([NH:12][C:13]([NH:15]2)=[O:14])[CH2:10][S:9]1)=[O:3].CCN(CCOC1C=CC(CC2C=CC=CC=2)=CC=1)CC.Cl.C(O)C(O)C.OCC(CO)O, predict the reaction product. The product is: [OH:3][C:2]([CH2:4][CH2:5][CH2:6][CH2:7][C@H:8]1[C@@H:16]2[C@@H:11]([NH:12][C:13]([NH:15]2)=[O:14])[CH2:10][S:9]1)=[O:1]. (7) The product is: [N:19]1([C:14]2[C:13]([NH:12][S:9]([C:4]3[CH:5]=[CH:6][CH:7]=[CH:8][C:3]=3[C:2]([F:33])([F:32])[F:1])(=[O:11])=[O:10])=[N:18][CH:17]=[CH:16][N:15]=2)[CH2:24][CH2:23][NH:22][CH2:21][CH2:20]1. Given the reactants [F:1][C:2]([F:33])([F:32])[C:3]1[CH:8]=[CH:7][CH:6]=[CH:5][C:4]=1[S:9]([NH:12][C:13]1[C:14]([N:19]2[CH2:24][CH2:23][N:22](C(OC(C)(C)C)=O)[CH2:21][CH2:20]2)=[N:15][CH:16]=[CH:17][N:18]=1)(=[O:11])=[O:10].FC(F)(F)C(O)=O, predict the reaction product.